From a dataset of Full USPTO retrosynthesis dataset with 1.9M reactions from patents (1976-2016). Predict the reactants needed to synthesize the given product. (1) The reactants are: C(=O)([O-])[O-].[Cs+].[Cs+].[NH2:7][C:8]1[CH:13]=[CH:12][CH:11]=[CH:10][CH:9]=1.C1(P(C2CCCCC2)C2C=CC=CC=2C2C(C(C)C)=CC(C(C)C)=CC=2C(C)C)CCCCC1.Br[C:49]1[CH:61]=[CH:60][C:52]([C:53]([O:55][C:56]([CH3:59])([CH3:58])[CH3:57])=[O:54])=[C:51]([NH:62][C:63]([C:65]2[CH:66]=[N:67][CH:68]=[C:69]([C:71]3[CH:76]=[CH:75][CH:74]=[CH:73][CH:72]=3)[CH:70]=2)=[O:64])[CH:50]=1.C(O)(=O)CC(CC(O)=O)(C(O)=O)O. Given the product [NH:7]([C:49]1[CH:61]=[CH:60][C:52]([C:53]([O:55][C:56]([CH3:58])([CH3:57])[CH3:59])=[O:54])=[C:51]([NH:62][C:63]([C:65]2[CH:66]=[N:67][CH:68]=[C:69]([C:71]3[CH:76]=[CH:75][CH:74]=[CH:73][CH:72]=3)[CH:70]=2)=[O:64])[CH:50]=1)[C:8]1[CH:13]=[CH:12][CH:11]=[CH:10][CH:9]=1, predict the reactants needed to synthesize it. (2) Given the product [CH3:21][O:20][C:7]1[C:8]2[C:9]3[CH:17]=[C:13]4[O:14][CH2:15][O:16][C:12]4=[CH:11][C:10]=3[CH2:18][O:1][CH2:2][C:3]=2[CH:4]=[C:5]([O:24][CH3:25])[C:6]=1[O:22][CH3:23], predict the reactants needed to synthesize it. The reactants are: [OH:1][CH2:2][C:3]1[C:8]([C:9]2[C:10]([CH2:18]O)=[CH:11][C:12]3[O:16][CH2:15][O:14][C:13]=3[CH:17]=2)=[C:7]([O:20][CH3:21])[C:6]([O:22][CH3:23])=[C:5]([O:24][CH3:25])[CH:4]=1.O.C(OCC)(=O)C. (3) The reactants are: [CH3:1][C:2]1([CH3:19])[C:10]2[C:5](=[CH:6][C:7]([C:11]3[CH:12]=[N:13][C:14]([CH3:17])=[N:15][CH:16]=3)=[CH:8][CH:9]=2)[NH:4][C:3]1=[O:18].[CH2:20](Br)[CH:21]=[CH2:22]. Given the product [CH2:22]([N:4]1[C:5]2[C:10](=[CH:9][CH:8]=[C:7]([C:11]3[CH:16]=[N:15][C:14]([CH3:17])=[N:13][CH:12]=3)[CH:6]=2)[C:2]([CH3:19])([CH3:1])[C:3]1=[O:18])[CH:21]=[CH2:20], predict the reactants needed to synthesize it. (4) Given the product [CH3:20][O:19][C:5]1[CH:4]=[C:3]([CH2:1][NH:29][CH2:28][CH2:27][N:21]2[CH2:26][CH2:25][O:24][CH2:23][CH2:22]2)[CH:18]=[CH:17][C:6]=1[O:7][C:8]1[CH:16]=[CH:15][C:11]([C:12]([NH2:14])=[O:13])=[CH:10][N:9]=1, predict the reactants needed to synthesize it. The reactants are: [CH:1]([C:3]1[CH:18]=[CH:17][C:6]([O:7][C:8]2[CH:16]=[CH:15][C:11]([C:12]([NH2:14])=[O:13])=[CH:10][N:9]=2)=[C:5]([O:19][CH3:20])[CH:4]=1)=O.[N:21]1([CH2:27][CH2:28][NH2:29])[CH2:26][CH2:25][O:24][CH2:23][CH2:22]1. (5) Given the product [OH:8][C:9]1[CH:10]=[CH:11][C:12]([CH2:13][CH:14]([CH2:20][CH2:21][CH2:22][C:23]2[CH:24]=[CH:25][CH:26]=[CH:27][CH:28]=2)[C:15]([O:17][CH2:18][CH3:19])=[O:16])=[CH:29][CH:30]=1, predict the reactants needed to synthesize it. The reactants are: C([O:8][C:9]1[CH:30]=[CH:29][C:12]([CH2:13][CH:14]([CH2:20][CH2:21][CH2:22][C:23]2[CH:28]=[CH:27][CH:26]=[CH:25][CH:24]=2)[C:15]([O:17][CH2:18][CH3:19])=[O:16])=[CH:11][CH:10]=1)C1C=CC=CC=1. (6) The reactants are: Cl[C:2]1[N:3]=[C:4]([NH:12][CH:13]2[CH2:16][CH2:15][CH2:14]2)[C:5]2[C:10](F)=[CH:9][NH:8][C:6]=2[N:7]=1.[NH2:17][C:18]1[CH:26]=[C:25]2[C:21]([CH:22]=[N:23][NH:24]2)=[CH:20][CH:19]=1.C[Si](Cl)(C)C.C([OH:36])CCC. Given the product [NH:24]1[C:25]2[C:21](=[CH:20][CH:19]=[C:18]([NH:17][C:2]3[N:3]=[C:4]([NH:12][CH:13]4[CH2:16][CH2:15][CH2:14]4)[C:5]4[C:10](=[O:36])[CH2:9][NH:8][C:6]=4[N:7]=3)[CH:26]=2)[CH:22]=[N:23]1, predict the reactants needed to synthesize it. (7) Given the product [CH:1]1([CH2:7][CH2:8][NH:9][C:17]2[N:18]=[C:19]([CH2:23][O:24]/[N:25]=[C:26](/[C:27]3[CH:28]=[CH:29][CH:30]=[CH:31][CH:32]=3)\[C:33]3[N:37]([CH3:38])[C:36](=[O:39])[O:35][N:34]=3)[CH:20]=[CH:21][CH:22]=2)[CH2:6][CH2:5][CH2:4][CH2:3][CH2:2]1, predict the reactants needed to synthesize it. The reactants are: [CH:1]1([CH2:7][CH2:8][N:9]([C:17]2[CH:22]=[CH:21][CH:20]=[C:19]([CH2:23][O:24]/[N:25]=[C:26](\[C:33]3[N:37]([CH3:38])[C:36](=[O:39])[O:35][N:34]=3)/[C:27]3[CH:32]=[CH:31][CH:30]=[CH:29][CH:28]=3)[N:18]=2)C(=O)OC(C)(C)C)[CH2:6][CH2:5][CH2:4][CH2:3][CH2:2]1.FC(F)(F)C(O)=O. (8) Given the product [CH:11]1([O:17][C:19]2[N:20]=[CH:21][C:22]([C:23]#[N:24])=[CH:25][CH:26]=2)[CH2:16][CH2:15][CH2:14][CH2:13][CH2:12]1, predict the reactants needed to synthesize it. The reactants are: C[Si]([N-][Si](C)(C)C)(C)C.[Na+].[CH:11]1([OH:17])[CH2:16][CH2:15][CH2:14][CH2:13][CH2:12]1.Cl[C:19]1[CH:26]=[CH:25][C:22]([C:23]#[N:24])=[CH:21][N:20]=1.C([O-])(O)=O.[Na+].